This data is from Forward reaction prediction with 1.9M reactions from USPTO patents (1976-2016). The task is: Predict the product of the given reaction. (1) Given the reactants [Br:1][C:2]1[CH:3]=[CH:4][C:5]([Cl:25])=[C:6]([CH:24]=1)[CH2:7][C:8]1[CH:9]=[CH:10][C:11]2[O:16][CH2:15][CH2:14][N:13](C(=O)C(F)(F)F)[C:12]=2[CH:23]=1.[BH4-].[Na+], predict the reaction product. The product is: [Br:1][C:2]1[CH:3]=[CH:4][C:5]([Cl:25])=[C:6]([CH:24]=1)[CH2:7][C:8]1[CH:9]=[CH:10][C:11]2[O:16][CH2:15][CH2:14][NH:13][C:12]=2[CH:23]=1. (2) Given the reactants [Cl:1][C:2]1[CH:11]=[CH:10][CH:9]=[C:8]2[C:3]=1[C:4]([OH:26])=[C:5]([C:15]([NH:17][CH2:18][C:19]([O:21]C(C)(C)C)=[O:20])=[O:16])[C:6](=[O:14])[C:7]2([CH3:13])[CH3:12].C(O)(C(F)(F)F)=O, predict the reaction product. The product is: [Cl:1][C:2]1[CH:11]=[CH:10][CH:9]=[C:8]2[C:3]=1[C:4]([OH:26])=[C:5]([C:15]([NH:17][CH2:18][C:19]([OH:21])=[O:20])=[O:16])[C:6](=[O:14])[C:7]2([CH3:13])[CH3:12]. (3) The product is: [NH2:8][C:5]1[CH:4]=[CH:3][C:2]([C:21]([OH:22])([CH3:23])[CH3:20])=[CH:7][CH:6]=1. Given the reactants Br[C:2]1[CH:7]=[CH:6][C:5](/[N:8]=N/N2CCCC2)=[CH:4][CH:3]=1.[Li]C(CC)C.[CH3:20][C:21]([CH3:23])=[O:22], predict the reaction product.